Dataset: Retrosynthesis with 50K atom-mapped reactions and 10 reaction types from USPTO. Task: Predict the reactants needed to synthesize the given product. (1) Given the product CCc1nn(-c2ccc(C#N)c(N[C@H]3CCCC[C@@H]3OCc3ccccc3)c2)c2c1C(=O)CC(C)(C)C2, predict the reactants needed to synthesize it. The reactants are: CCc1nn(-c2ccc(C#N)c(Br)c2)c2c1C(=O)CC(C)(C)C2.N[C@H]1CCCC[C@@H]1OCc1ccccc1. (2) Given the product O=C(O)C(F)(F)F, predict the reactants needed to synthesize it. The reactants are: Cc1occc1N=C=O.Clc1cnc2nc1Nc1ccc(OCCC3CCNCC3)c(c1)CCc1cncc(c1)N2. (3) The reactants are: Cc1ccc(-n2cccn2)c(C(=O)N2CCC[C@@H](C)[C@H]2CN)n1.FC(F)(F)c1ccc(Cl)nn1. Given the product Cc1ccc(-n2cccn2)c(C(=O)N2CCC[C@@H](C)[C@H]2CNc2ccc(C(F)(F)F)nn2)n1, predict the reactants needed to synthesize it. (4) Given the product CC(C)(C)OC(=O)N1CCC(OCC(=O)N2CCCC2)CC1, predict the reactants needed to synthesize it. The reactants are: CC(C)(C)OC(=O)N1CCC(O)CC1.O=C(CCl)N1CCCC1. (5) Given the product CCCCCCCCCCOc1cccc(C(=O)N(CC(=O)OC)CC(=O)OC)c1, predict the reactants needed to synthesize it. The reactants are: CCCCCCCCCCOc1cccc(C(=O)O)c1.COC(=O)CNCC(=O)OC.